Dataset: Catalyst prediction with 721,799 reactions and 888 catalyst types from USPTO. Task: Predict which catalyst facilitates the given reaction. (1) Reactant: [CH3:1][O:2][CH:3]1[CH2:8][CH2:7][N:6](C(OC(C)(C)C)=O)[CH2:5][CH2:4]1.[ClH:16]. Product: [ClH:16].[CH3:1][O:2][CH:3]1[CH2:8][CH2:7][NH:6][CH2:5][CH2:4]1. The catalyst class is: 8. (2) Reactant: C([O:3][C:4](=[O:32])[CH2:5][NH:6][CH:7]1[CH:12]2[CH2:13][CH2:14][CH:8]1[CH2:9][CH:10]([C:15]1[NH:23][C:22]3[C:21](=[O:24])[N:20]([CH2:25][CH2:26][CH3:27])[C:19](=[O:28])[N:18]([CH2:29][CH2:30][CH3:31])[C:17]=3[N:16]=1)[CH2:11]2)C.[OH-].[K+]. The catalyst class is: 92. Product: [O:28]=[C:19]1[N:18]([CH2:29][CH2:30][CH3:31])[C:17]2[N:16]=[C:15]([CH:10]3[CH2:11][CH:12]4[CH:7]([NH:6][CH2:5][C:4]([OH:32])=[O:3])[CH:8]([CH2:14][CH2:13]4)[CH2:9]3)[NH:23][C:22]=2[C:21](=[O:24])[N:20]1[CH2:25][CH2:26][CH3:27]. (3) Reactant: [C:1]([C:5]1[CH:10]=[CH:9][C:8]([S:11](Cl)(=[O:13])=[O:12])=[CH:7][CH:6]=1)([CH3:4])([CH3:3])[CH3:2].[CH:15]1([C:18]2[CH:22]=[C:21]([NH2:23])[N:20]([C:24]3[CH:33]=[CH:32][CH:31]=[C:30]4[C:25]=3[CH:26]=[CH:27][CH:28]=[N:29]4)[N:19]=2)[CH2:17][CH2:16]1.ClCCl.[OH-].[Na+]. Product: [C:1]([C:5]1[CH:10]=[CH:9][C:8]([S:11]([NH:23][C:21]2[N:20]([C:24]3[CH:33]=[CH:32][CH:31]=[C:30]4[C:25]=3[CH:26]=[CH:27][CH:28]=[N:29]4)[N:19]=[C:18]([CH:15]3[CH2:17][CH2:16]3)[CH:22]=2)(=[O:13])=[O:12])=[CH:7][CH:6]=1)([CH3:4])([CH3:3])[CH3:2]. The catalyst class is: 17. (4) Reactant: S(=O)(=O)(O)O.[Br:6][C:7]1[CH:12]=[CH:11][C:10]([CH:13]2[C:15]3([C:19](=[O:20])[C:18]([CH3:22])([CH3:21])[O:17][C:16]3([CH3:24])[CH3:23])[O:14]2)=[C:9]([CH3:25])[CH:8]=1. Product: [Br:6][C:7]1[CH:12]=[CH:11][C:10]([CH:13]2[C:15](=[O:14])[C:16]([CH3:24])([CH3:23])[O:17][C:18]([CH3:21])([CH3:22])[C:19]2=[O:20])=[C:9]([CH3:25])[CH:8]=1. The catalyst class is: 4. (5) Reactant: [NH2:1][C:2]1([C:12]([O:14][CH3:15])=[O:13])[CH2:11][CH2:10][C:5]2([O:9][CH2:8][CH2:7][O:6]2)[CH2:4][CH2:3]1.C(N(CC)CC)C.[Br:23][C:24]1[C:25]([CH3:35])=[C:26]([CH2:31][C:32](Cl)=[O:33])[C:27]([CH3:30])=[CH:28][CH:29]=1. Product: [Br:23][C:24]1[C:25]([CH3:35])=[C:26]([CH2:31][C:32]([NH:1][C:2]2([C:12]([O:14][CH3:15])=[O:13])[CH2:3][CH2:4][C:5]3([O:9][CH2:8][CH2:7][O:6]3)[CH2:10][CH2:11]2)=[O:33])[C:27]([CH3:30])=[CH:28][CH:29]=1. The catalyst class is: 4. (6) Reactant: Cl.[N:2]12[CH2:9][CH2:8][CH:5]([CH2:6][CH2:7]1)[C@@H:4]([NH:10][C:11]([C:13]1[O:14][C:15]3[C:21]([C:22]4[CH:27]=[CH:26][CH:25]=[CH:24][C:23]=4[O:28][CH3:29])=[CH:20][CH:19]=[CH:18][C:16]=3[CH:17]=1)=[O:12])[CH2:3]2. Product: [N:2]12[CH2:7][CH2:6][CH:5]([CH2:8][CH2:9]1)[C@@H:4]([NH:10][C:11]([C:13]1[O:14][C:15]3[C:21]([C:22]4[CH:27]=[CH:26][CH:25]=[CH:24][C:23]=4[O:28][CH3:29])=[CH:20][CH:19]=[CH:18][C:16]=3[CH:17]=1)=[O:12])[CH2:3]2. The catalyst class is: 13. (7) Product: [Cl:1][C:2]1[CH:3]=[CH:4][C:5]([C:8]2[S:9][C:10]3[CH:16]=[C:15]([S:17]([CH3:18])(=[O:24])=[O:30])[CH:14]=[CH:13][C:11]=3[N:12]=2)=[CH:6][CH:7]=1. The catalyst class is: 4. Reactant: [Cl:1][C:2]1[CH:7]=[CH:6][C:5]([C:8]2[S:9][C:10]3[CH:16]=[C:15]([S:17][CH3:18])[CH:14]=[CH:13][C:11]=3[N:12]=2)=[CH:4][CH:3]=1.ClC1C=C(C=CC=1)C(OO)=[O:24].[OH-:30].[Na+]. (8) Reactant: [Br:1][C:2]1[CH:11]=[C:10]2[C:5]([NH:6][C@@H:7]([CH3:22])[CH2:8][N:9]2[S:12]([C:15]2[CH:21]=[CH:20][C:18]([CH3:19])=[CH:17][CH:16]=2)(=[O:14])=[O:13])=[CH:4][CH:3]=1.N1C=CC=CC=1.[C:29](Cl)(=[O:31])[CH3:30]. Product: [Br:1][C:2]1[CH:11]=[C:10]2[C:5](=[CH:4][CH:3]=1)[N:6]([C:29](=[O:31])[CH3:30])[C@@H:7]([CH3:22])[CH2:8][N:9]2[S:12]([C:15]1[CH:21]=[CH:20][C:18]([CH3:19])=[CH:17][CH:16]=1)(=[O:13])=[O:14]. The catalyst class is: 4. (9) Reactant: [C:1]([O:5][C:6]([N:8]([CH2:31][C:32]1[CH:41]=[CH:40][C:35]2[O:36][CH2:37][CH2:38][O:39][C:34]=2[CH:33]=1)[CH:9]1[CH2:14][CH2:13][N:12]([CH2:15][CH2:16][N:17]2[C:26]3[C:21](=[CH:22][CH:23]=[CH:24][CH:25]=3)[C:20]([C:27](O)=[O:28])=[CH:19][C:18]2=[O:30])[CH2:11][CH2:10]1)=[O:7])([CH3:4])([CH3:3])[CH3:2].C(N1C=CN=C1)(N1C=CN=C1)=O.[CH3:54][S:55]([NH2:58])(=[O:57])=[O:56].N12CCCN=C1CCCCC2. Product: [C:1]([O:5][C:6](=[O:7])[N:8]([CH2:31][C:32]1[CH:41]=[CH:40][C:35]2[O:36][CH2:37][CH2:38][O:39][C:34]=2[CH:33]=1)[CH:9]1[CH2:10][CH2:11][N:12]([CH2:15][CH2:16][N:17]2[C:26]3[C:21](=[CH:22][CH:23]=[CH:24][CH:25]=3)[C:20]([C:27]([NH:58][S:55]([CH3:54])(=[O:57])=[O:56])=[O:28])=[CH:19][C:18]2=[O:30])[CH2:13][CH2:14]1)([CH3:3])([CH3:2])[CH3:4]. The catalyst class is: 7. (10) Reactant: [C:1]([O:5][C:6](=[O:16])[NH:7][C:8]1[CH:12]=[C:11]([N+:13]([O-])=O)[NH:10][N:9]=1)([CH3:4])([CH3:3])[CH3:2]. Product: [C:1]([O:5][C:6](=[O:16])[NH:7][C:8]1[NH:9][N:10]=[C:11]([NH2:13])[CH:12]=1)([CH3:4])([CH3:2])[CH3:3]. The catalyst class is: 43.